The task is: Predict which catalyst facilitates the given reaction.. This data is from Catalyst prediction with 721,799 reactions and 888 catalyst types from USPTO. (1) Reactant: [Br:1][C:2]1[CH:3]=[C:4]([CH2:8][CH2:9][OH:10])[CH:5]=[CH:6][CH:7]=1.N1C=CN=C1.CN(C=O)C.[C:21]([Si:25](Cl)([C:32]1[CH:37]=[CH:36][CH:35]=[CH:34][CH:33]=1)[C:26]1[CH:31]=[CH:30][CH:29]=[CH:28][CH:27]=1)([CH3:24])([CH3:23])[CH3:22]. Product: [Br:1][C:2]1[CH:3]=[C:4]([CH2:8][CH2:9][O:10][Si:25]([C:21]([CH3:24])([CH3:23])[CH3:22])([C:32]2[CH:33]=[CH:34][CH:35]=[CH:36][CH:37]=2)[C:26]2[CH:31]=[CH:30][CH:29]=[CH:28][CH:27]=2)[CH:5]=[CH:6][CH:7]=1. The catalyst class is: 581. (2) Reactant: [F:1][C:2]1[CH:7]=[C:6]([N+:8]([O-:10])=[O:9])[CH:5]=[C:4]([F:11])[C:3]=1F.C(N(CC)CC)C.[S:20]1[CH2:26][CH2:25][CH2:24][NH:23][CH2:22][CH2:21]1. Product: [F:11][C:4]1[CH:5]=[C:6]([N+:8]([O-:10])=[O:9])[CH:7]=[C:2]([F:1])[C:3]=1[N:23]1[CH2:24][CH2:25][CH2:26][S:20][CH2:21][CH2:22]1. The catalyst class is: 10. (3) Reactant: [Cl:1][C:2]1[CH:7]=[CH:6][CH:5]=[CH:4][C:3]=1[N:8]1[C:12]([C:13]2[CH:18]=[CH:17][C:16]([Cl:19])=[CH:15][C:14]=2[Cl:20])=[N:11][C:10]([C:21]([OH:23])=O)=[N:9]1.C(Cl)(=O)C([Cl:27])=O. Product: [Cl:1][C:2]1[CH:7]=[CH:6][CH:5]=[CH:4][C:3]=1[N:8]1[C:12]([C:13]2[CH:18]=[CH:17][C:16]([Cl:19])=[CH:15][C:14]=2[Cl:20])=[N:11][C:10]([C:21]([Cl:27])=[O:23])=[N:9]1. The catalyst class is: 4. (4) Reactant: C(O)(C(F)(F)F)=O.[NH2:8][C:9]1[N:14]=[C:13]([NH:15][CH2:16][CH2:17][CH2:18][N:19]2[CH:23]=[C:22]([C:24]3[CH:29]=[CH:28][C:27]([Cl:30])=[CH:26][C:25]=3[Cl:31])[C:21]([C:32]([O:34]C(C)(C)C)=[O:33])=[CH:20]2)[CH:12]=[CH:11][C:10]=1[N+:39]([O-:41])=[O:40].O. Product: [NH2:8][C:9]1[N:14]=[C:13]([NH:15][CH2:16][CH2:17][CH2:18][N:19]2[CH:23]=[C:22]([C:24]3[CH:29]=[CH:28][C:27]([Cl:30])=[CH:26][C:25]=3[Cl:31])[C:21]([C:32]([OH:34])=[O:33])=[CH:20]2)[CH:12]=[CH:11][C:10]=1[N+:39]([O-:41])=[O:40]. The catalyst class is: 2.